Dataset: Full USPTO retrosynthesis dataset with 1.9M reactions from patents (1976-2016). Task: Predict the reactants needed to synthesize the given product. (1) Given the product [NH2:1][C:2]1[N:6]=[C:5]2[N:4]([C:7]([O:13][CH3:14])=[N:8][CH:9]=[C:10]2[O:11][CH3:12])[N:3]=1, predict the reactants needed to synthesize it. The reactants are: [NH2:1][C:2]1[N:6]2[C:7]([O:13][CH3:14])=[N:8][CH:9]=[C:10]([O:11][CH3:12])[C:5]2=[N:4][N:3]=1.C[O-].[Na+]. (2) Given the product [NH2:10][C:11]1([C:17]([NH:19][C@H:20]([C:24]2[CH:29]=[CH:28][C:27]([Cl:30])=[CH:26][CH:25]=2)[CH2:21][CH2:22][OH:23])=[O:18])[CH2:16][CH2:15][N:14]([C:32]2[C:33]3[CH:40]=[CH:39][NH:38][C:34]=3[N:35]=[CH:36][N:37]=2)[CH2:13][CH2:12]1, predict the reactants needed to synthesize it. The reactants are: C(N(C(C)C)C(C)C)C.[NH2:10][C:11]1([C:17]([NH:19][C@H:20]([C:24]2[CH:29]=[CH:28][C:27]([Cl:30])=[CH:26][CH:25]=2)[CH2:21][CH2:22][OH:23])=[O:18])[CH2:16][CH2:15][NH:14][CH2:13][CH2:12]1.Cl[C:32]1[C:33]2[CH:40]=[CH:39][NH:38][C:34]=2[N:35]=[CH:36][N:37]=1. (3) Given the product [NH3:7].[Cl:1][C:2]1[CH:3]=[C:4]([CH:28]=[CH:29][C:30]=1[F:31])[C:5]([NH:7][C:8]1[N:13]=[CH:12][C:11]([NH:14][C:15]2[C:24]3[C:19](=[CH:20][C:21]([O:27][CH2:33][CH2:34][CH2:35][N:18]([CH:19]4[CH2:24][CH2:23][CH2:22][CH2:21][CH2:20]4)[CH2:17][CH2:37][OH:40])=[C:22]([O:25][CH3:26])[CH:23]=3)[N:18]=[CH:17][N:16]=2)=[CH:10][N:9]=1)=[O:6], predict the reactants needed to synthesize it. The reactants are: [Cl:1][C:2]1[CH:3]=[C:4]([CH:28]=[CH:29][C:30]=1[F:31])[C:5]([NH:7][C:8]1[N:13]=[CH:12][C:11]([NH:14][C:15]2[C:24]3[C:19](=[CH:20][C:21]([OH:27])=[C:22]([O:25][CH3:26])[CH:23]=3)[N:18]=[CH:17][N:16]=2)=[CH:10][N:9]=1)=[O:6].Br[CH2:33][CH2:34][CH2:35]Br.[C:37](=[O:40])([O-])[O-].[K+].[K+].CO. (4) Given the product [CH:1]1([CH:7]([O:16][S:25]([CH3:24])(=[O:27])=[O:26])[C:8]2[CH:9]=[CH:10][C:11]([C:12]#[N:13])=[CH:14][CH:15]=2)[CH2:2][CH2:3][CH2:4][CH2:5][CH2:6]1, predict the reactants needed to synthesize it. The reactants are: [CH:1]1([CH:7]([OH:16])[C:8]2[CH:15]=[CH:14][C:11]([C:12]#[N:13])=[CH:10][CH:9]=2)[CH2:6][CH2:5][CH2:4][CH2:3][CH2:2]1.C(N(CC)CC)C.[CH3:24][S:25](Cl)(=[O:27])=[O:26].C([O-])(O)=O.[Na+]. (5) The reactants are: [CH2:1]([O:8][C:9]1[C:10]([NH2:16])=[N:11][CH:12]=[C:13]([Br:15])[CH:14]=1)[C:2]1[CH:7]=[CH:6][CH:5]=[CH:4][CH:3]=1.Cl[CH:18]([C:24]([CH3:26])=O)[C:19]([O:21][CH2:22][CH3:23])=[O:20]. Given the product [CH2:1]([O:8][C:9]1[C:10]2[N:11]([C:18]([C:19]([O:21][CH2:22][CH3:23])=[O:20])=[C:24]([CH3:26])[N:16]=2)[CH:12]=[C:13]([Br:15])[CH:14]=1)[C:2]1[CH:3]=[CH:4][CH:5]=[CH:6][CH:7]=1, predict the reactants needed to synthesize it. (6) Given the product [CH2:6]([NH:13][CH2:3][CH:2]([F:5])[F:1])[C:7]1[CH:12]=[CH:11][CH:10]=[CH:9][CH:8]=1, predict the reactants needed to synthesize it. The reactants are: [F:1][CH:2]([F:5])[CH2:3]Cl.[CH2:6]([NH2:13])[C:7]1[CH:12]=[CH:11][CH:10]=[CH:9][CH:8]=1.Cl. (7) Given the product [Cl:1][C:2]1[CH:3]=[C:4]([C:12]2[CH2:17][CH2:16][N:15]([C:18]([O:20][CH2:21][C:22]3[CH:27]=[CH:26][CH:25]=[CH:24][CH:23]=3)=[O:19])[CH2:14][C:13]=2[CH2:28][OH:29])[CH:5]=[CH:6][C:7]=1[C:8]([F:10])([F:9])[F:11], predict the reactants needed to synthesize it. The reactants are: [Cl:1][C:2]1[CH:3]=[C:4]([C:12]2[CH2:17][CH2:16][N:15]([C:18]([O:20][CH2:21][C:22]3[CH:27]=[CH:26][CH:25]=[CH:24][CH:23]=3)=[O:19])[CH2:14][C:13]=2[C:28](OC)=[O:29])[CH:5]=[CH:6][C:7]=1[C:8]([F:11])([F:10])[F:9].[H-].[H-].[H-].[H-].[Li+].[Al+3].[NH4+].[Cl-].